This data is from Cav3 T-type calcium channel HTS with 100,875 compounds. The task is: Binary Classification. Given a drug SMILES string, predict its activity (active/inactive) in a high-throughput screening assay against a specified biological target. (1) The result is 0 (inactive). The compound is S(=O)(=O)(N1CC(CCC1)C(OCC)=O)c1ccc(cc1)C. (2) The compound is s1n(c(=S)c2c1C(Nc1c2cc(OC)cc1)(C)C)c1cc(OC)c(OC)cc1. The result is 0 (inactive). (3) The molecule is s1c(Cn2c3nc4c(nc3c(c2N)C(=O)NCCCOC(C)C)cccc4)ccc1. The result is 0 (inactive). (4) The drug is S(=O)(=O)(Nc1cc(OC)ccc1)c1cc(OC)c(OC)cc1. The result is 0 (inactive). (5) The drug is s1c(nnc1NC(=O)CCC(=O)N1CCN(CC1)c1ncccc1)CC(C)C. The result is 0 (inactive). (6) The drug is Clc1ccc(N2CCN(CC2)CCNC(=O)Nc2cc(OC)c(cc2)C)cc1. The result is 0 (inactive).